From a dataset of Forward reaction prediction with 1.9M reactions from USPTO patents (1976-2016). Predict the product of the given reaction. (1) Given the reactants CO.[Na].[SH:4][CH:5]([CH3:11])[C:6](OCC)=[O:7].[C:12]([O:20][CH3:21])(=[O:19])/[CH:13]=[CH:14]/[C:15]([O:17][CH3:18])=[O:16], predict the reaction product. The product is: [CH3:11][CH:5]1[S:4][CH:14]([C:15]([O:17][CH3:18])=[O:16])[CH:13]([C:12]([O:20][CH3:21])=[O:19])[C:6]1=[O:7]. (2) The product is: [OH:11][C@H:9]1[C@@H:8]2[C@@:7]([CH3:14])([CH2:12]2)[C@@H:6]([C:4]([O:3][CH2:1][CH3:2])=[O:5])[CH2:10]1.[OH:11][C@@H:9]1[C@H:8]2[C@:7]([CH3:14])([CH2:12]2)[C@H:6]([C:4]([O:3][CH2:1][CH3:2])=[O:5])[CH2:10]1. Given the reactants [CH2:1]([O:3][C:4]([C@H:6]1[CH2:10][C@@H:9]([OH:11])[CH:8]=[C:7]1[CH3:12])=[O:5])[CH3:2].Cl[CH2:14]I, predict the reaction product.